Dataset: Experimentally validated miRNA-target interactions with 360,000+ pairs, plus equal number of negative samples. Task: Binary Classification. Given a miRNA mature sequence and a target amino acid sequence, predict their likelihood of interaction. (1) Result: 1 (interaction). The protein sequence of the target gene is MEERKEEGEAEIQEHGPEHWFSKWERQCLAEAEQDEQLPPELQEEAAAAAQPEHKQQKLWHLFQNSATAVAQLYKDRVCQQPGLSLWVPFQNAATAVTNLYKESVDTHQRSFDIGIQIGYQRRNKDVLAWVKKRRRTIRREDLISFLCGKVPPPRNSRAPPRLTVVSPNRATSTETSSSVETDLQPFREAIALHGLSGAMASISVRSSTPGSPTHVSSGSNASRRRNGLHDVDLNTFISEEMALHLDNGGTRKRTSAQCGDVITDSPTHKRNRMI. The miRNA is hsa-miR-6748-5p with sequence UGUGGGUGGGAAGGACUGGAUU. (2) The miRNA is hsa-miR-3194-5p with sequence GGCCAGCCACCAGGAGGGCUG. The protein sequence of the target gene is MAAAEAVHHIHLQNFSRSLLETLNGQRLGGHFCDVTVRIREASLRAHRCVLAAGSPFFQDKLLLGHSEIRVPPVVPAQTVRQLVEFLYSGSLVVAQGEALQVLTAASVLRIQTVIDECTQIIARARAPGTSAPTPLPTPVPPPLAPAQLRHRLRHLLAARPPGHPGAAHSRKQRQPARLQLPAPPTPAKAEGPDADPSLSAAPDDRGDEDDEESDDETDGEDGEGGGPGEGQAPPSFPDCAAGFLTAAADSACEEPPAPTGLADYSGAGRDFLRGAGSAEDVFPDSYVSTWHDEDGAVPE.... Result: 0 (no interaction).